Dataset: Reaction yield outcomes from USPTO patents with 853,638 reactions. Task: Predict the reaction yield, written as a fraction of the theoretical maximum amount of product (1.0 means a 100% yield; for example, 0.34 means a 34% yield). The reactants are [S:1]1[CH:5]=[CH:4][CH:3]=[C:2]1[C:6]([C:8]1[CH:12]=[N:11][NH:10][C:9]=1[NH2:13])=[O:7].CN(C)[CH:16]=[CH:17][C:18]([C:20]1[CH:21]=[C:22]([N:26]([CH2:31][C:32]#[CH:33])[S:27]([CH3:30])(=[O:29])=[O:28])[CH:23]=[CH:24][CH:25]=1)=O.C(OCC)(=O)C. The catalyst is C(O)(=O)C. The product is [CH2:31]([N:26]([C:22]1[CH:23]=[CH:24][CH:25]=[C:20]([C:18]2[N:10]3[N:11]=[CH:12][C:8]([C:6]([C:2]4[S:1][CH:5]=[CH:4][CH:3]=4)=[O:7])=[C:9]3[N:13]=[CH:16][CH:17]=2)[CH:21]=1)[S:27]([CH3:30])(=[O:29])=[O:28])[C:32]#[CH:33]. The yield is 0.780.